This data is from Full USPTO retrosynthesis dataset with 1.9M reactions from patents (1976-2016). The task is: Predict the reactants needed to synthesize the given product. (1) Given the product [CH3:20][N:21]1[C:22]2[C:6](=[CH:5][C:4]([I:3])=[CH:13][CH:12]=2)[C:7](=[O:15])[N:8]([CH3:9])[C:23]1=[O:24], predict the reactants needed to synthesize it. The reactants are: [H-].[Na+].[I:3][C:4]1[CH:5]=[C:6]2C(=[CH:12][CH:13]=1)N[C:9](=O)[NH:8][C:7]2=[O:15].IC.[Cl-].[NH4+].[CH3:20][N:21]([CH:23]=[O:24])[CH3:22]. (2) Given the product [CH3:1][C@@H:2]1[O:7][CH2:6][C@@H:5]([C:8]2[CH:13]=[CH:12][CH:11]=[CH:10][CH:9]=2)[N:4]([CH2:14][C:15]([O-:17])=[O:16])[C:3]1=[O:20].[Li+:21], predict the reactants needed to synthesize it. The reactants are: [CH3:1][C@@H:2]1[O:7][CH2:6][C@@H:5]([C:8]2[CH:13]=[CH:12][CH:11]=[CH:10][CH:9]=2)[N:4]([CH2:14][C:15]([O:17]CC)=[O:16])[C:3]1=[O:20].[Li+:21].[OH-].Cl. (3) Given the product [Cl:1][C:2]1[C:10]2[N:9]=[C:8]3[CH:11]([C:16]4[CH:21]=[CH:20][C:19]([Cl:22])=[CH:18][C:17]=4[Cl:23])[O:12][CH2:13][CH2:14][CH2:15][N:7]3[C:6]=2[C:5]([C:24]([CH:26]2[CH2:28][CH2:27]2)=[O:25])=[CH:4][CH:3]=1, predict the reactants needed to synthesize it. The reactants are: [Cl:1][C:2]1[C:10]2[N:9]=[C:8]3[CH:11]([C:16]4[CH:21]=[CH:20][C:19]([Cl:22])=[CH:18][C:17]=4[Cl:23])[O:12][CH2:13][CH2:14][CH2:15][N:7]3[C:6]=2[C:5]([CH:24]([CH:26]2[CH2:28][CH2:27]2)[OH:25])=[CH:4][CH:3]=1.CC(OI1(OC(C)=O)(OC(C)=O)OC(=O)C2C=CC=CC1=2)=O.